This data is from Forward reaction prediction with 1.9M reactions from USPTO patents (1976-2016). The task is: Predict the product of the given reaction. (1) Given the reactants [CH3:1][C:2]([CH3:31])([CH3:30])[CH2:3][N:4]1[C:12]2[C:7](=[N:8][C:9]([C:13]3[CH2:14][CH:15]4[CH2:19][N:18](C(OC(C)(C)C)=O)[CH2:17][CH:16]4[CH:27]=3)=[CH:10][CH:11]=2)[N:6]([CH3:28])[C:5]1=[O:29].FC(F)(F)C(O)=O, predict the reaction product. The product is: [CH3:1][C:2]([CH3:31])([CH3:30])[CH2:3][N:4]1[C:12]2[C:7](=[N:8][C:9]([C:13]3[CH2:14][CH:15]4[CH2:19][NH:18][CH2:17][CH:16]4[CH:27]=3)=[CH:10][CH:11]=2)[N:6]([CH3:28])[C:5]1=[O:29]. (2) Given the reactants [C:1]([C:4]1[CH:5]=[C:6]([CH:12]=[CH:13][N:14]=1)[C:7]([O:9][CH2:10][CH3:11])=[O:8])(=[O:3])[NH2:2].[ClH:15], predict the reaction product. The product is: [ClH:15].[C:1]([CH:4]1[CH2:5][CH:6]([C:7]([O:9][CH2:10][CH3:11])=[O:8])[CH2:12][CH2:13][NH:14]1)(=[O:3])[NH2:2]. (3) Given the reactants [C:1]([O:5][C:6]([N:8]1[CH2:15][CH:14]2[N:16]([C:17]([O:19][C:20]([CH3:23])([CH3:22])[CH3:21])=[O:18])[CH:10]([CH2:11][C:12]([C:40]3[S:44][C:43]([O:45][CH2:46][CH2:47][OH:48])=[N:42][CH:41]=3)=[C:13]2[C:24](=[O:39])[N:25]([CH:36]2[CH2:38][CH2:37]2)[CH2:26][C:27]2[CH:32]=[CH:31][CH:30]=[C:29]([O:33][CH3:34])[C:28]=2[CH3:35])[CH2:9]1)=[O:7])([CH3:4])([CH3:3])[CH3:2].[Cl:49][C:50]1[C:51]([F:58])=[C:52](O)[C:53]([F:56])=[CH:54][CH:55]=1, predict the reaction product. The product is: [C:1]([O:5][C:6]([N:8]1[CH2:15][CH:14]2[N:16]([C:17]([O:19][C:20]([CH3:21])([CH3:23])[CH3:22])=[O:18])[CH:10]([CH2:11][C:12]([C:40]3[S:44][C:43]([O:45][CH2:46][CH2:47][O:48][C:52]4[C:53]([F:56])=[CH:54][CH:55]=[C:50]([Cl:49])[C:51]=4[F:58])=[N:42][CH:41]=3)=[C:13]2[C:24](=[O:39])[N:25]([CH:36]2[CH2:37][CH2:38]2)[CH2:26][C:27]2[CH:32]=[CH:31][CH:30]=[C:29]([O:33][CH3:34])[C:28]=2[CH3:35])[CH2:9]1)=[O:7])([CH3:2])([CH3:3])[CH3:4]. (4) Given the reactants [NH2:1][C@@H:2]1[CH2:6][CH2:5][C@H:4]([C:7]([OH:9])=[O:8])[CH2:3]1.S(Cl)(Cl)=O.[CH3:14]O, predict the reaction product. The product is: [CH3:14][O:8][C:7]([C@H:4]1[CH2:5][CH2:6][C@@H:2]([NH2:1])[CH2:3]1)=[O:9]. (5) The product is: [C:12]1([S:9]([N:7]2[CH:8]=[C:4]([NH2:1])[CH:5]=[N:6]2)(=[O:10])=[O:11])[CH:17]=[CH:16][CH:15]=[CH:14][CH:13]=1. Given the reactants [N+:1]([C:4]1[CH:5]=[N:6][N:7]([S:9]([C:12]2[CH:17]=[CH:16][CH:15]=[CH:14][CH:13]=2)(=[O:11])=[O:10])[CH:8]=1)([O-])=O, predict the reaction product. (6) The product is: [CH2:37]([N:39]1[CH2:44][CH2:43][N:42]([C:19]([C:18]2[CH:22]=[CH:23][C:15]([N:12]3[C:13]([OH:14])=[C:9]([C:6]4[CH:7]=[CH:8][C:3]([C:1]#[N:2])=[CH:4][C:5]=4[CH3:24])[CH:10]=[N:11]3)=[N:16][CH:17]=2)=[O:20])[CH2:41][CH2:40]1)[CH3:38]. Given the reactants [C:1]([C:3]1[CH:8]=[CH:7][C:6]([C:9]2[CH:10]=[N:11][N:12]([C:15]3[CH:23]=[CH:22][C:18]([C:19](O)=[O:20])=[CH:17][N:16]=3)[C:13]=2[OH:14])=[C:5]([CH3:24])[CH:4]=1)#[N:2].C1N=CN(C(N2C=NC=C2)=O)C=1.[CH2:37]([N:39]1[CH2:44][CH2:43][NH:42][CH2:41][CH2:40]1)[CH3:38].Cl, predict the reaction product. (7) Given the reactants [CH2:1]([O:3][C:4]([C:6]1[CH:11]=[N:10][N:9]2[C:12]([CH:30]=[O:31])=[C:13]([CH2:21][C:22]3[CH:27]=[CH:26][CH:25]=[C:24]([F:28])[C:23]=3[CH3:29])[C:14]([C:15]3[CH:20]=[CH:19][CH:18]=[CH:17][CH:16]=3)=[C:8]2[C:7]=1[Cl:32])=[O:5])[CH3:2].C=C(C)C.C1C[O:40]CC1.P([O-])(O)(O)=O.[Na+].Cl([O-])=O.[Na+], predict the reaction product. The product is: [Cl:32][C:7]1[C:8]2[N:9]([C:12]([C:30]([OH:40])=[O:31])=[C:13]([CH2:21][C:22]3[CH:27]=[CH:26][CH:25]=[C:24]([F:28])[C:23]=3[CH3:29])[C:14]=2[C:15]2[CH:20]=[CH:19][CH:18]=[CH:17][CH:16]=2)[N:10]=[CH:11][C:6]=1[C:4]([O:3][CH2:1][CH3:2])=[O:5].